This data is from Catalyst prediction with 721,799 reactions and 888 catalyst types from USPTO. The task is: Predict which catalyst facilitates the given reaction. (1) Reactant: C([O:8][C:9]1[CH:20]=[CH:19][C:12]2[C:13](=O)[C:14]([CH3:17])([CH3:16])[O:15][C:11]=2[CH:10]=1)C1C=CC=CC=1.[H][H]. Product: [CH3:16][C:14]1([CH3:17])[CH2:13][C:12]2[CH:19]=[CH:20][C:9]([OH:8])=[CH:10][C:11]=2[O:15]1. The catalyst class is: 293. (2) Reactant: C(=O)(O)[O-].[Na+].Br[CH2:7][C:8](=O)[C:9]([O:11][CH2:12][CH3:13])=[O:10].[C:15]([NH2:25])(=[O:24])[CH:16]=[CH:17][C:18]1[CH:23]=[CH:22][CH:21]=[CH:20][CH:19]=1.FC(F)(F)C(OC(=O)C(F)(F)F)=O. Product: [C:18]1(/[CH:17]=[CH:16]/[C:15]2[O:24][CH:7]=[C:8]([C:9]([O:11][CH2:12][CH3:13])=[O:10])[N:25]=2)[CH:23]=[CH:22][CH:21]=[CH:20][CH:19]=1. The catalyst class is: 362. (3) Reactant: Cl.[Cl:2][C:3]1[CH:14]=[C:13]2[C:6]([NH:7][CH:8]=[C:9]2[CH2:10][CH2:11][NH2:12])=[CH:5][CH:4]=1.[OH-].[Na+]. Product: [Cl:2][C:3]1[CH:14]=[C:13]2[C:6]([NH:7][CH:8]=[C:9]2[CH2:10][CH2:11][NH2:12])=[CH:5][CH:4]=1. The catalyst class is: 4. (4) Reactant: [NH2:1][CH2:2][C:3]1[CH:4]=[C:5]([CH:31]=[CH:32][CH:33]=1)[CH2:6][N:7]([CH2:20][C:21]1[CH:26]=[CH:25][C:24]([C:27]([F:30])([F:29])[F:28])=[CH:23][CH:22]=1)[S:8]([C:11]1[CH:16]=[C:15]([Cl:17])[CH:14]=[C:13]([Cl:18])[C:12]=1[OH:19])(=[O:10])=[O:9].[CH:34]1[CH:39]=[CH:38][C:37]([C:40]2[CH:45]=[CH:44][C:43]([N:46]=[C:47]=[O:48])=[CH:42][CH:41]=2)=[CH:36][CH:35]=1. Product: [C:40]1([C:37]2[CH:36]=[CH:35][CH:34]=[CH:39][CH:38]=2)[CH:41]=[CH:42][C:43]([NH:46][C:47](=[O:48])[NH:1][CH2:2][C:3]2[CH:4]=[C:5]([CH:31]=[CH:32][CH:33]=2)[CH2:6][N:7]([CH2:20][C:21]2[CH:22]=[CH:23][C:24]([C:27]([F:29])([F:28])[F:30])=[CH:25][CH:26]=2)[S:8]([C:11]2[CH:16]=[C:15]([Cl:17])[CH:14]=[C:13]([Cl:18])[C:12]=2[OH:19])(=[O:9])=[O:10])=[CH:44][CH:45]=1. The catalyst class is: 3. (5) Reactant: C(N(CC)CC)C.Cl.[CH3:9][O:10][C:11]([CH:13]1[C:18](=[O:19])[CH2:17][CH2:16][NH:15][CH2:14]1)=[O:12].[C:20](O[C:20]([O:22][C:23]([CH3:26])([CH3:25])[CH3:24])=[O:21])([O:22][C:23]([CH3:26])([CH3:25])[CH3:24])=[O:21]. Product: [C:23]([O:22][C:20]([N:15]1[CH2:16][CH2:17][C:18](=[O:19])[CH:13]([C:11]([O:10][CH3:9])=[O:12])[CH2:14]1)=[O:21])([CH3:26])([CH3:25])[CH3:24]. The catalyst class is: 4. (6) Reactant: C(O[C:6](=[O:21])[NH:7][C:8]1[N:9]=[C:10]([C:13]2[CH:18]=[CH:17][C:16]([F:19])=[CH:15][C:14]=2[F:20])[S:11][CH:12]=1)(C)(C)C.C(O)([C:24]([F:27])([F:26])[F:25])=O. Product: [F:20][C:14]1[CH:15]=[C:16]([F:19])[CH:17]=[CH:18][C:13]=1[C:10]1[S:11][CH:12]=[C:8]([NH2:7])[N:9]=1.[F:20][C:14]1[CH:15]=[C:16]([F:19])[CH:17]=[CH:18][C:13]=1[C:10]1[S:11][CH:12]=[C:8]([NH:7][C:6](=[O:21])[C:24]([F:27])([F:26])[F:25])[N:9]=1. The catalyst class is: 2.